The task is: Predict the reaction yield, written as a fraction of the theoretical maximum amount of product (1.0 means a 100% yield; for example, 0.34 means a 34% yield).. This data is from Reaction yield outcomes from USPTO patents with 853,638 reactions. (1) The reactants are [F:1][C:2]1[CH:12]=[CH:11][C:5]([C:6]([O:8]CC)=O)=[CH:4][CH:3]=1.[CH3:13][C:14]#[N:15]. No catalyst specified. The product is [F:1][C:2]1[CH:3]=[CH:4][C:5]([C:6](=[O:8])[CH2:13][C:14]#[N:15])=[CH:11][CH:12]=1. The yield is 0.860. (2) The reactants are [CH3:1][O:2][CH2:3][CH2:4][S:5][C:6]1[CH:7]=[C:8]([O:28][C:29]2[C:30]([CH3:35])=[N:31][CH:32]=[CH:33][CH:34]=2)[C:9]([NH:12][C:13]2[S:17][N:16]=[C:15]([C@H:18]3[CH2:22][O:21]C4(CCCCC4)[O:19]3)[N:14]=2)=[N:10][CH:11]=1.[ClH:36]. The catalyst is CCO. The product is [ClH:36].[CH3:1][O:2][CH2:3][CH2:4][S:5][C:6]1[CH:7]=[C:8]([O:28][C:29]2[C:30]([CH3:35])=[N:31][CH:32]=[CH:33][CH:34]=2)[C:9]([NH:12][C:13]2[S:17][N:16]=[C:15]([C@H:18]([OH:19])[CH2:22][OH:21])[N:14]=2)=[N:10][CH:11]=1. The yield is 0.650. (3) The reactants are [F:1][C:2]([F:7])([F:6])[C:3]([OH:5])=[O:4].[CH2:8]([S:10]([N:13]1[CH2:18][CH2:17][CH:16]([C:19]2[C:27]3[C:22](=[C:23]([C:43]([NH2:45])=[O:44])[CH:24]=[C:25]([C:28]4[CH:33]=[C:32]([CH2:34][NH:35][CH2:36][C@@H:37]5[CH2:41][CH2:40]CO5)[CH:31]=[C:30]([F:42])[CH:29]=4)[CH:26]=3)[NH:21][CH:20]=2)[CH2:15][CH2:14]1)(=[O:12])=[O:11])[CH3:9].O1CCC[C@H]1CN. No catalyst specified. The product is [F:1][C:2]([F:7])([F:6])[C:3]([OH:5])=[O:4].[CH:37]1([CH2:36][NH:35][CH2:34][C:32]2[CH:33]=[C:28]([C:25]3[CH:26]=[C:27]4[C:22](=[C:23]([C:43]([NH2:45])=[O:44])[CH:24]=3)[NH:21][CH:20]=[C:19]4[CH:16]3[CH2:17][CH2:18][N:13]([S:10]([CH2:8][CH3:9])(=[O:11])=[O:12])[CH2:14][CH2:15]3)[CH:29]=[C:30]([F:42])[CH:31]=2)[CH2:41][CH2:40]1. The yield is 0.387.